This data is from Catalyst prediction with 721,799 reactions and 888 catalyst types from USPTO. The task is: Predict which catalyst facilitates the given reaction. (1) Reactant: Cl[C:2]1[C:11]2[C:6](=[C:7]([Cl:16])[C:8]([O:14][CH3:15])=[C:9]([O:12][CH3:13])[CH:10]=2)[CH:5]=[C:4]([NH:17][C:18]2[CH:22]=[C:21]([CH3:23])[NH:20][N:19]=2)[N:3]=1. Product: [Cl:16][C:7]1[C:8]([O:14][CH3:15])=[C:9]([O:12][CH3:13])[CH:10]=[C:11]2[C:6]=1[CH:5]=[C:4]([NH:17][C:18]1[CH:22]=[C:21]([CH3:23])[NH:20][N:19]=1)[N:3]=[C:2]2[O:12][CH:9]([CH3:10])[CH3:8]. The catalyst class is: 32. (2) Reactant: [C:1]([O:5][C:6](=[O:33])[NH:7][CH2:8][CH:9]1[CH2:14][CH2:13][N:12]([C:15]2[CH:20]=[C:19]([C:21](=[O:29])[NH:22][C:23]3[CH:28]=[CH:27][CH:26]=[CH:25][CH:24]=3)[CH:18]=[CH:17][C:16]=2[N+:30]([O-])=O)[CH2:11][CH2:10]1)([CH3:4])([CH3:3])[CH3:2].C(OCC)(=O)C.O.[Cl-].[NH4+]. Product: [C:1]([O:5][C:6](=[O:33])[NH:7][CH2:8][CH:9]1[CH2:14][CH2:13][N:12]([C:15]2[CH:20]=[C:19]([C:21](=[O:29])[NH:22][C:23]3[CH:24]=[CH:25][CH:26]=[CH:27][CH:28]=3)[CH:18]=[CH:17][C:16]=2[NH2:30])[CH2:11][CH2:10]1)([CH3:4])([CH3:2])[CH3:3]. The catalyst class is: 186. (3) Reactant: [Cl:1][C:2]1[C:7]([Cl:8])=[C:6]([S:9](=[O:19])(=[O:18])[NH:10][C@@H:11]([CH2:16][CH3:17])[C:12]([F:15])([F:14])[F:13])[CH:5]=[CH:4][C:3]=1[C:20]1[S:24][C:23]([C:25]([O:27][CH2:28][CH3:29])=[O:26])=[N:22][C:21]=1[CH2:30][OH:31]. Product: [Cl:1][C:2]1[C:7]([Cl:8])=[C:6]([S:9](=[O:19])(=[O:18])[NH:10][C@@H:11]([CH2:16][CH3:17])[C:12]([F:14])([F:13])[F:15])[CH:5]=[CH:4][C:3]=1[C:20]1[S:24][C:23]([C:25]([O:27][CH2:28][CH3:29])=[O:26])=[N:22][C:21]=1[CH:30]=[O:31]. The catalyst class is: 177. (4) Reactant: [CH3:1][C:2]([CH3:5])([O-:4])[CH3:3].[K+].F[C:8]1[CH:13]=[C:12]([F:14])[CH:11]=[CH:10][C:9]=1[N+:15]([O-:17])=[O:16].[OH2:18]. Product: [F:14][C:12]1[CH:11]=[CH:10][C:9]([N+:15]([O-:17])=[O:16])=[C:8]([CH:13]=1)[O:18][CH2:1][C:2]1([CH3:5])[CH2:3][O:4][C:2]([CH3:3])([CH3:1])[O:4]1. The catalyst class is: 11. (5) Reactant: [CH3:1][C:2]([CH3:7])([CH3:6])[C:3](Cl)=[O:4].[NH2:8][C:9]1[CH:14]=[C:13]([Cl:15])[CH:12]=[CH:11][N:10]=1.O. Product: [Cl:15][C:13]1[CH:12]=[CH:11][N:10]=[C:9]([NH:8][C:3](=[O:4])[C:2]([CH3:7])([CH3:6])[CH3:1])[CH:14]=1. The catalyst class is: 17. (6) Reactant: [Cl:1][C:2]1[CH:3]=[C:4]([C:12]([O:14]C(C)C)=[O:13])[CH:5]=[N:6][C:7]=1[O:8][CH:9]([CH3:11])[CH3:10].[OH-].[Na+]. Product: [Cl:1][C:2]1[CH:3]=[C:4]([C:12]([OH:14])=[O:13])[CH:5]=[N:6][C:7]=1[O:8][CH:9]([CH3:11])[CH3:10]. The catalyst class is: 8. (7) Product: [C:36]([O:35][C:33](=[O:34])[CH2:32][O:24][C:3]1[C:2]([CH3:1])=[CH:7][C:6]([C:8]2[O:9][C:10]3[N:11]=[C:12]([S:21][CH3:22])[N:13]=[C:14]([O:17][CH2:18][CH2:19][CH3:20])[C:15]=3[N:16]=2)=[CH:5][C:4]=1[CH3:23])([CH3:39])([CH3:38])[CH3:37]. Reactant: [CH3:1][C:2]1[CH:7]=[C:6]([C:8]2[O:9][C:10]3[N:11]=[C:12]([S:21][CH3:22])[N:13]=[C:14]([O:17][CH2:18][CH2:19][CH3:20])[C:15]=3[N:16]=2)[CH:5]=[C:4]([CH3:23])[C:3]=1[OH:24].C(=O)([O-])[O-].[K+].[K+].Br[CH2:32][C:33]([O:35][C:36]([CH3:39])([CH3:38])[CH3:37])=[O:34]. The catalyst class is: 9. (8) Reactant: C[O:2][C:3](=O)[C:4]1[CH:9]=[CH:8][C:7]([CH3:10])=[C:6]([Br:11])[CH:5]=1.O.[NH2:14][NH2:15]. Product: [Br:11][C:6]1[CH:5]=[C:4]([CH:9]=[CH:8][C:7]=1[CH3:10])[C:3]([NH:14][NH2:15])=[O:2]. The catalyst class is: 5. (9) Reactant: [C-:1]#[N:2].[K+].Cl[CH2:5][C:6]1[CH:11]=[CH:10][C:9]([O:12][CH3:13])=[C:8]([F:14])[CH:7]=1. Product: [F:14][C:8]1[CH:7]=[C:6]([CH2:5][C:1]#[N:2])[CH:11]=[CH:10][C:9]=1[O:12][CH3:13]. The catalyst class is: 374.